Dataset: Catalyst prediction with 721,799 reactions and 888 catalyst types from USPTO. Task: Predict which catalyst facilitates the given reaction. (1) Reactant: [C:1]([O:5][C:6](=[O:14])[NH:7][C:8]1[NH:9][N:10]=[C:11]([NH2:13])[CH:12]=1)([CH3:4])([CH3:3])[CH3:2].[CH2:15]([O:17][C:18]([N:20]=[C:21]=[S:22])=[O:19])[CH3:16].C1C(=O)N(Br)C(=O)C1. Product: [C:1]([O:5][C:6](=[O:14])[NH:7][C:8]1[C:12]2[S:22][C:21]([NH:20][C:18]([O:17][CH2:15][CH3:16])=[O:19])=[N:13][C:11]=2[NH:10][N:9]=1)([CH3:4])([CH3:2])[CH3:3]. The catalyst class is: 1. (2) Reactant: [NH:1]1[CH2:6][CH2:5][CH2:4][CH2:3][CH2:2]1.[C:7]1(=O)[CH2:12][CH2:11][C:10](=[O:13])[CH2:9][CH2:8]1. Product: [OH:13][C:10]1[CH:11]=[CH:12][C:7]([N:1]2[CH2:6][CH2:5][CH2:4][CH2:3][CH2:2]2)=[CH:8][CH:9]=1. The catalyst class is: 8. (3) Reactant: [C:1]([C:4]1[N:5]=[C:6]2[N:16]([CH:17]=1)[CH2:15][CH2:14][O:13][C:12]1[CH:11]=[C:10]([F:18])[C:9]([C:19]#[C:20][C:21]([OH:27])([CH3:26])[C:22](OC)=[O:23])=[CH:8][C:7]2=1)(=[O:3])[NH2:2].Cl.[NH:29]1[CH2:32][CH:31]([C:33]#[N:34])[CH2:30]1.C(N(CC)CC)C. Product: [C:33]([CH:31]1[CH2:32][N:29]([C:22](=[O:23])[C:21]([OH:27])([CH3:26])[C:20]#[C:19][C:9]2[C:10]([F:18])=[CH:11][C:12]3[O:13][CH2:14][CH2:15][N:16]4[C:6](=[N:5][C:4]([C:1]([NH2:2])=[O:3])=[CH:17]4)[C:7]=3[CH:8]=2)[CH2:30]1)#[N:34]. The catalyst class is: 5. (4) Reactant: [F:1][C:2]1[CH:7]=[CH:6][C:5]([C:8]2(O)[C:16]3[C:11](=[CH:12][CH:13]=[CH:14][CH:15]=3)[C:10](=[O:17])[N:9]2[CH2:18][CH2:19][CH3:20])=[CH:4][CH:3]=1.S(Cl)([Cl:24])=O. Product: [Cl:24][C:8]1([C:5]2[CH:6]=[CH:7][C:2]([F:1])=[CH:3][CH:4]=2)[C:16]2[C:11](=[CH:12][CH:13]=[CH:14][CH:15]=2)[C:10](=[O:17])[N:9]1[CH2:18][CH2:19][CH3:20]. The catalyst class is: 3. (5) Reactant: Br[C:2]1[CH:11]=[C:10]2[C:5]([N:6]([CH3:19])[CH2:7][CH2:8][N:9]2[C:12]([O:14][C:15]([CH3:18])([CH3:17])[CH3:16])=[O:13])=[CH:4][CH:3]=1.[CH3:20][C:21]1([CH3:37])[C:25]([CH3:27])([CH3:26])[O:24][B:23]([B:23]2[O:24][C:25]([CH3:27])([CH3:26])[C:21]([CH3:37])([CH3:20])[O:22]2)[O:22]1.CC([O-])=O.[K+].C(Cl)Cl. Product: [CH3:19][N:6]1[C:5]2[C:10](=[CH:11][C:2]([B:23]3[O:24][C:25]([CH3:27])([CH3:26])[C:21]([CH3:37])([CH3:20])[O:22]3)=[CH:3][CH:4]=2)[N:9]([C:12]([O:14][C:15]([CH3:18])([CH3:17])[CH3:16])=[O:13])[CH2:8][CH2:7]1. The catalyst class is: 12. (6) The catalyst class is: 11. Product: [F:1][C:2]1[CH:7]=[CH:6][C:5]([C:8]([NH:12][CH2:11][CH2:10][N:13]2[CH2:18][CH2:17][CH2:16][C@@H:15]([C:19]([O:21][CH2:22][CH3:23])=[O:20])[CH2:14]2)=[O:9])=[CH:4][CH:3]=1. Reactant: [F:1][C:2]1[CH:7]=[CH:6][C:5]([C:8]2[O:9][CH2:10][CH2:11][N:12]=2)=[CH:4][CH:3]=1.[NH:13]1[CH2:18][CH2:17][CH2:16][C@@H:15]([C:19]([O:21][CH2:22][CH3:23])=[O:20])[CH2:14]1. (7) Reactant: C([O-])(=O)C.[K+].[C:6]([O:10][C:11](=[O:30])[N:12]([CH2:14][CH:15]([C:23]1[CH:28]=[CH:27][C:26](Br)=[CH:25][CH:24]=1)[C:16]1[CH:21]=[CH:20][C:19]([Cl:22])=[CH:18][CH:17]=1)[CH3:13])([CH3:9])([CH3:8])[CH3:7].[B:31]1([B:31]2[O:35][C:34]([CH3:37])([CH3:36])[C:33]([CH3:39])([CH3:38])[O:32]2)[O:35][C:34]([CH3:37])([CH3:36])[C:33]([CH3:39])([CH3:38])[O:32]1.C1(P(C2CCCCC2)C2CCCCC2)CCCCC1. Product: [C:6]([O:10][C:11](=[O:30])[N:12]([CH2:14][CH:15]([C:16]1[CH:21]=[CH:20][C:19]([Cl:22])=[CH:18][CH:17]=1)[C:23]1[CH:28]=[CH:27][C:26]([B:31]2[O:35][C:34]([CH3:37])([CH3:36])[C:33]([CH3:39])([CH3:38])[O:32]2)=[CH:25][CH:24]=1)[CH3:13])([CH3:9])([CH3:8])[CH3:7]. The catalyst class is: 62. (8) Reactant: [H-].[Na+].[Cl:3][C:4]1[CH:9]=[CH:8][C:7]([OH:10])=[CH:6][CH:5]=1.Cl[C:12]1[CH:21]=[CH:20][C:19]2[C:14](=[C:15]([C:22]3[NH:30][C:29]4[CH2:28][CH2:27][NH:26][C:25](=[O:31])[C:24]=4[CH:23]=3)[CH:16]=[CH:17][CH:18]=2)[N:13]=1.C(O)(C(F)(F)F)=O. Product: [Cl:3][C:4]1[CH:9]=[CH:8][C:7]([O:10][C:12]2[CH:21]=[CH:20][C:19]3[C:14](=[C:15]([C:22]4[NH:30][C:29]5[CH2:28][CH2:27][NH:26][C:25](=[O:31])[C:24]=5[CH:23]=4)[CH:16]=[CH:17][CH:18]=3)[N:13]=2)=[CH:6][CH:5]=1. The catalyst class is: 623. (9) Reactant: [CH3:1][C:2]1[N:3]([C:20]([O:22][C:23]([CH3:26])([CH3:25])[CH3:24])=[O:21])[N:4]=[C:5]2[C:14]3[CH:13]=[C:12]4[CH:15]=[CH:16][CH:17]=[CH:18][C:11]4=[CH:10][C:9]=3[NH:8][C:7](=[O:19])[C:6]=12.C(=O)([O-])[O-].[Cs+].[Cs+].[C:33]([O:37][C:38](=[O:44])[NH:39][CH2:40][CH2:41][CH2:42]Br)([CH3:36])([CH3:35])[CH3:34]. Product: [C:33]([O:37][C:38]([NH:39][CH2:40][CH2:41][CH2:42][N:8]1[C:9]2[CH:10]=[C:11]3[CH:18]=[CH:17][CH:16]=[CH:15][C:12]3=[CH:13][C:14]=2[C:5]2=[N:4][N:3]([C:20]([O:22][C:23]([CH3:26])([CH3:25])[CH3:24])=[O:21])[C:2]([CH3:1])=[C:6]2[C:7]1=[O:19])=[O:44])([CH3:36])([CH3:35])[CH3:34]. The catalyst class is: 3. (10) Reactant: [NH:1]1[C:9]2[C:4](=[CH:5][CH:6]=[CH:7][CH:8]=2)[C:3]2([C:13]3=[CH:14][C:15]4[O:19][CH2:18][O:17][C:16]=4[CH:20]=[C:12]3[O:11][CH2:10]2)[C:2]1=O.[OH-:22].[Na+].[Cl-:24].[NH4+]. Product: [Cl:24][C:5]1[O:22][C:13]([CH2:12][N:1]2[C:9]3[C:4](=[CH:5][CH:6]=[CH:7][CH:8]=3)[C:3]3([C:13]4=[CH:14][C:15]5[O:19][CH2:18][O:17][C:16]=5[CH:20]=[C:12]4[O:11][CH2:10]3)[CH2:2]2)=[CH:3][CH:4]=1. The catalyst class is: 9.